Predict the reaction yield, written as a fraction of the theoretical maximum amount of product (1.0 means a 100% yield; for example, 0.34 means a 34% yield). From a dataset of Reaction yield outcomes from USPTO patents with 853,638 reactions. (1) The reactants are Br[C:2]1[CH:3]=[C:4]([C:9]2([C:21]3[CH:26]=[CH:25][C:24]([O:27][CH3:28])=[C:23]([CH3:29])[CH:22]=3)[C:13]3=[N:14][CH2:15][C:16]([F:19])([F:18])[CH2:17][N:12]3[C:11]([NH2:20])=[N:10]2)[CH:5]=[CH:6][C:7]=1[F:8].[F:30][C:31]1[C:36](B(O)[OH:38])=[CH:35][CH:34]=[CH:33][N:32]=1.C(=O)([O-])[O-].[Cs+].[Cs+]. The catalyst is COCCOC.O.C(O)C.C1C=CC(P(C2C=CC=CC=2)[C-]2C=CC=C2)=CC=1.C1C=CC(P(C2C=CC=CC=2)[C-]2C=CC=C2)=CC=1.Cl[Pd]Cl.[Fe+2]. The product is [C:24]([OH:27])(=[O:38])[CH3:25].[F:18][C:16]1([F:19])[CH2:17][N:12]2[C:11]([NH2:20])=[N:10][C:9]([C:4]3[CH:5]=[CH:6][C:7]([F:8])=[C:2]([C:36]4[C:31]([F:30])=[N:32][CH:33]=[CH:34][CH:35]=4)[CH:3]=3)([C:21]3[CH:26]=[CH:25][C:24]([O:27][CH3:28])=[C:23]([CH3:29])[CH:22]=3)[C:13]2=[N:14][CH2:15]1. The yield is 0.290. (2) The reactants are C(N=C=NCCCN(C)C)C.Cl.C(N(CC)CC)C.[Br:20][C:21]1[O:25][C:24]([C:26]([OH:28])=O)=[CH:23][CH:22]=1.C1C=CC2N(O)N=NC=2C=1.Cl.[CH3:40][O:41][NH:42][CH3:43]. The catalyst is ClCCl. The product is [CH3:40][O:41][N:42]([CH3:43])[C:26]([C:24]1[O:25][C:21]([Br:20])=[CH:22][CH:23]=1)=[O:28]. The yield is 0.850. (3) The reactants are [Cl:1][C:2]1[CH:9]=[C:8]([F:10])[CH:7]=[CH:6][C:3]=1[CH:4]=[O:5].[N+:11]([O-])([O-:13])=[O:12].[K+]. The catalyst is S(=O)(=O)(O)O. The product is [Cl:1][C:2]1[CH:9]=[C:8]([F:10])[C:7]([N+:11]([O-:13])=[O:12])=[CH:6][C:3]=1[CH:4]=[O:5]. The yield is 0.900. (4) The yield is 0.0800. The catalyst is ClCCl. The product is [CH:1]1([NH:4][C:5](=[O:36])[C:6]2[CH:11]=[CH:10][C:9]([C:12]3[N:16]4[N:17]=[C:18]([C:27]5[CH:32]=[CH:31][CH:30]=[CH:29][C:28]=5[CH2:33][F:43])[CH:19]=[C:20]([NH:21][CH2:22][C:23]([OH:26])([CH3:25])[CH3:24])[C:15]4=[N:14][CH:13]=3)=[CH:8][C:7]=2[CH3:35])[CH2:3][CH2:2]1. The reactants are [CH:1]1([NH:4][C:5](=[O:36])[C:6]2[CH:11]=[CH:10][C:9]([C:12]3[N:16]4[N:17]=[C:18]([C:27]5[CH:32]=[CH:31][CH:30]=[CH:29][C:28]=5[CH2:33]O)[CH:19]=[C:20]([NH:21][CH2:22][C:23]([OH:26])([CH3:25])[CH3:24])[C:15]4=[N:14][CH:13]=3)=[CH:8][C:7]=2[CH3:35])[CH2:3][CH2:2]1.C(N(S(F)(F)[F:43])CC)C.O. (5) The product is [C:1]([NH:9][C:10]1[N:15]=[CH:14][C:13]([CH:16]([CH3:22])[C:17]([OH:19])=[O:18])=[CH:12][CH:11]=1)(=[O:8])[C:2]1[CH:7]=[CH:6][CH:5]=[CH:4][CH:3]=1. The yield is 0.940. The catalyst is O1CCCC1.O. The reactants are [C:1]([NH:9][C:10]1[N:15]=[CH:14][C:13]([CH:16]([CH3:22])[C:17]([O:19]CC)=[O:18])=[CH:12][CH:11]=1)(=[O:8])[C:2]1[CH:7]=[CH:6][CH:5]=[CH:4][CH:3]=1.O.[OH-].[Li+].Cl. (6) The reactants are [F:1][C:2]1[CH:10]=[C:9]2[C:5]([C:6](I)=[CH:7][N:8]2[S:11]([C:14]2[CH:19]=[CH:18][CH:17]=[CH:16][CH:15]=2)(=[O:13])=[O:12])=[CH:4][CH:3]=1.[O:21]1[C:25]2[CH:26]=[CH:27][C:28](B(O)O)=[CH:29][C:24]=2[CH:23]=[CH:22]1. No catalyst specified. The product is [O:21]1[C:25]2[CH:26]=[CH:27][C:28]([C:6]3[C:5]4[C:9](=[CH:10][C:2]([F:1])=[CH:3][CH:4]=4)[N:8]([S:11]([C:14]4[CH:19]=[CH:18][CH:17]=[CH:16][CH:15]=4)(=[O:13])=[O:12])[CH:7]=3)=[CH:29][C:24]=2[CH:23]=[CH:22]1. The yield is 0.850. (7) The reactants are [OH:1][C:2]1[CH:11]=[C:10]2[C:5]([C:6]([CH3:15])=[C:7]([C:13]#[N:14])[C:8](=[O:12])[O:9]2)=[CH:4][CH:3]=1.[NH4+]=[S:17]. The catalyst is CN(C)C=O. The product is [OH:1][C:2]1[CH:11]=[C:10]2[C:5]([C:6]([CH3:15])=[C:7]([C:13](=[S:17])[NH2:14])[C:8](=[O:12])[O:9]2)=[CH:4][CH:3]=1. The yield is 0.360. (8) The reactants are Cl[C:2]1[CH:7]=[C:6]([C:8]2[CH:13]=[CH:12][C:11]([Cl:14])=[C:10]([Cl:15])[CH:9]=2)[N:5]=[C:4]([CH:16]2[CH2:18][CH2:17]2)[N:3]=1.C1(C2N=C(O)C=C([C:29]3[CH:34]=[CH:33][C:32](Cl)=[C:31](Cl)[CH:30]=3)N=2)CC1.[O:37]=P(Cl)(Cl)Cl.[C:42](#[N:44])[CH3:43]. No catalyst specified. The product is [CH:16]1([C:4]2[N:3]=[C:2]([NH:44][CH2:42][C@@H:43]([C:29]3[CH:34]=[CH:33][CH:32]=[CH:31][CH:30]=3)[OH:37])[CH:7]=[C:6]([C:8]3[CH:13]=[CH:12][C:11]([Cl:14])=[C:10]([Cl:15])[CH:9]=3)[N:5]=2)[CH2:18][CH2:17]1. The yield is 0.810. (9) The reactants are [CH3:1][O-:2].[Na+].[Na].[F:5][C:6]1[CH:11]=[C:10]([N+:12]([O-:14])=[O:13])[C:9](F)=[C:8]([F:16])[C:7]=1F.C(O)(=O)C[C:20](CC(O)=O)(C(O)=O)[OH:21]. The catalyst is CO. The product is [F:5][C:6]1[CH:11]=[C:10]([N+:12]([O-:14])=[O:13])[C:9]([O:21][CH3:20])=[C:8]([F:16])[C:7]=1[O:2][CH3:1]. The yield is 1.00. (10) The reactants are [Cl:1][C:2]1[N:7]=[C:6](Cl)[CH:5]=[CH:4][N:3]=1.C(=O)([O-])[O-].[K+].[K+].[Br:15][C:16]1[NH:20][CH:19]=[N:18][CH:17]=1.O. The product is [Br:15][C:16]1[N:20]([C:6]2[CH:5]=[CH:4][N:3]=[C:2]([Cl:1])[N:7]=2)[CH:19]=[N:18][CH:17]=1. The yield is 0.230. The catalyst is CN(C=O)C.